This data is from Full USPTO retrosynthesis dataset with 1.9M reactions from patents (1976-2016). The task is: Predict the reactants needed to synthesize the given product. (1) Given the product [Cl:30][C:20]1[C:19]2[C:16]3[CH:15]=[CH:14][C:13]([Cl:12])=[CH:18][C:17]=3[C:2](=[O:3])[C:4]=2[C:6]2[C:11](=[CH:10][CH:9]=[CH:8][CH:7]=2)[N:1]=1, predict the reactants needed to synthesize it. The reactants are: [NH:1]1[C:11]2[C:6](=[CH:7][CH:8]=[CH:9][CH:10]=2)[C:4](=O)[C:2]1=[O:3].[Cl:12][C:13]1[CH:18]=[CH:17][C:16]([CH2:19][C:20](O)=O)=[CH:15][CH:14]=1.C([O-])(=O)C.[Na+].P(Cl)(Cl)([Cl:30])=O. (2) Given the product [Br:1][C:2]1[C:3]([O:13][CH3:14])=[CH:4][C:5]([C:6]2[O:8][CH2:28][C:27]([CH3:31])([CH3:30])[N:26]=2)=[CH:9][C:10]=1[O:11][CH3:12], predict the reactants needed to synthesize it. The reactants are: [Br:1][C:2]1[C:10]([O:11][CH3:12])=[CH:9][C:5]([C:6]([OH:8])=O)=[CH:4][C:3]=1[O:13][CH3:14].CN(C)C=O.C(Cl)(=O)C(Cl)=O.[NH2:26][C:27]([CH3:31])([CH3:30])[CH2:28]O.C(N(CC)C(C)C)(C)C.S(Cl)(Cl)=O.[OH-].[Na+]. (3) Given the product [O:24]1[C:23]2[CH:27]=[CH:28][C:20]([C:15]3[CH:16]=[CH:17][CH:18]=[CH:19][C:14]=3[C:5]3[CH:4]=[C:3]([OH:2])[N:7]([C:8]4[CH:13]=[CH:12][CH:11]=[CH:10][N:9]=4)[N:6]=3)=[CH:21][C:22]=2[O:26][CH2:25]1, predict the reactants needed to synthesize it. The reactants are: C(=O)(OC(C)(C)C)[O:2][C:3]1[N:7]([C:8]2[CH:13]=[CH:12][CH:11]=[CH:10][N:9]=2)[N:6]=[C:5]([C:14]2[CH:19]=[CH:18][CH:17]=[CH:16][C:15]=2[C:20]2[CH:28]=[CH:27][C:23]3[O:24][CH2:25][O:26][C:22]=3[CH:21]=2)[CH:4]=1.C(=O)(OC(C)(C)C)OC1N(C2C=CC=CN=2)N=C(C2C=CC(C3C=CC=CC=3)=CC=2)C=1. (4) The reactants are: [CH:1]([C:4]1[CH:24]=[CH:23][C:7]([C:8]([C:10]2[CH:18]=[C:17]([O:19][CH2:20][C:21]#[CH:22])[CH:16]=[CH:15][C:11]=2[C:12]([OH:14])=[O:13])=[O:9])=[CH:6][CH:5]=1)([CH3:3])[CH3:2].S(=O)(=O)(O)O.[CH3:30]O. Given the product [CH3:30][O:13][C:12](=[O:14])[C:11]1[CH:15]=[CH:16][C:17]([O:19][CH2:20][C:21]#[CH:22])=[CH:18][C:10]=1[C:8](=[O:9])[C:7]1[CH:6]=[CH:5][C:4]([CH:1]([CH3:3])[CH3:2])=[CH:24][CH:23]=1, predict the reactants needed to synthesize it. (5) Given the product [S:8]1[C:4]2[CH:3]=[C:2]([NH:1][C:17]([NH:33][C:32]3[CH:34]=[CH:35][C:36]([O:38][C:39]4[C:40]5[N:47]([CH3:48])[CH:46]=[CH:45][C:41]=5[N:42]=[CH:43][N:44]=4)=[CH:37][C:31]=3[Cl:30])=[O:18])[CH:10]=[CH:9][C:5]=2[N:6]=[CH:7]1, predict the reactants needed to synthesize it. The reactants are: [NH2:1][C:2]1[CH:10]=[CH:9][C:5]2[N:6]=[CH:7][S:8][C:4]=2[CH:3]=1.N1C=CC=CC=1.[C:17](Cl)(=O)[O:18]C1C=CC([N+]([O-])=O)=CC=1.[Cl:30][C:31]1[CH:37]=[C:36]([O:38][C:39]2[C:40]3[N:47]([CH3:48])[CH:46]=[CH:45][C:41]=3[N:42]=[CH:43][N:44]=2)[CH:35]=[CH:34][C:32]=1[NH2:33]. (6) Given the product [Cl:51][C:3]1[C:2]([Cl:1])=[CH:23][C:6]2[N:7]([CH2:15][O:16][CH2:17][CH2:18][Si:19]([CH3:22])([CH3:21])[CH3:20])[C:8]([CH2:10][CH2:11][CH2:12][CH:13]=[O:14])=[N:9][C:5]=2[CH:4]=1, predict the reactants needed to synthesize it. The reactants are: [Cl:1][C:2]1[C:3](C(F)(F)F)=[CH:4][C:5]2[N:9]=[C:8]([CH2:10][CH2:11][CH2:12][CH2:13][OH:14])[N:7]([CH2:15][O:16][CH2:17][CH2:18][Si:19]([CH3:22])([CH3:21])[CH3:20])[C:6]=2[CH:23]=1.CC(OI1(OC(C)=O)(OC(C)=O)OC(=O)C2C=CC=CC1=2)=O.C(Cl)[Cl:51]. (7) Given the product [CH3:1][O:2][C:3]1[CH:20]=[CH:19][C:18]2[C@@H:17]3[C@H:8]([C@H:9]4[C@:13]([CH2:15][CH2:16]3)([CH3:14])[CH:12]=[CH:11][CH2:10]4)[CH2:7][CH2:6][C:5]=2[CH:4]=1, predict the reactants needed to synthesize it. The reactants are: [CH3:1][O:2][C:3]1[CH:20]=[CH:19][C:18]2[C@@H:17]3[C@H:8]([C@H:9]4[C@:13]([CH2:15][CH2:16]3)([CH3:14])[C:12](=NNS(C3C=CC(C)=CC=3)(=O)=O)[CH2:11][CH2:10]4)[CH2:7][CH2:6][C:5]=2[CH:4]=1.C([Li])CCC.[Cl-].[NH4+]. (8) Given the product [CH2:11]([N:8]1[C:9]2[C:5](=[CH:4][CH:3]=[C:2]([N:1]3[CH2:39][CH2:38][CH2:37][C:36]3=[O:35])[CH:10]=2)[C:6]([C:21]([NH:23][CH2:24][C:25]2[CH:30]=[CH:29][C:28]([F:31])=[C:27]([F:32])[CH:26]=2)=[O:22])=[C:7]1[CH:18]([CH3:19])[CH3:20])[C:12]1[CH:13]=[CH:14][CH:15]=[CH:16][CH:17]=1, predict the reactants needed to synthesize it. The reactants are: [NH2:1][C:2]1[CH:10]=[C:9]2[C:5]([C:6]([C:21]([NH:23][CH2:24][C:25]3[CH:30]=[CH:29][C:28]([F:31])=[C:27]([F:32])[CH:26]=3)=[O:22])=[C:7]([CH:18]([CH3:20])[CH3:19])[N:8]2[CH2:11][C:12]2[CH:17]=[CH:16][CH:15]=[CH:14][CH:13]=2)=[CH:4][CH:3]=1.C([O:35][C:36](=O)[CH2:37][CH2:38][CH2:39]Br)C.